From a dataset of Forward reaction prediction with 1.9M reactions from USPTO patents (1976-2016). Predict the product of the given reaction. Given the reactants [F:1][C:2]([F:18])([S:9]([C:12]1[CH:17]=[CH:16][CH:15]=[CH:14][CH:13]=1)(=[O:11])=[O:10])[C:3]([CH3:8])([OH:7])[CH2:4][CH2:5][OH:6].CCN(CC)CC.[CH3:26][C:27]1[CH:32]=[CH:31][C:30]([S:33](Cl)(=[O:35])=[O:34])=[CH:29][CH:28]=1, predict the reaction product. The product is: [CH3:26][C:27]1[CH:32]=[CH:31][C:30]([S:33]([O:6][CH2:5][CH2:4][C:3]([OH:7])([CH3:8])[C:2]([F:1])([F:18])[S:9]([C:12]2[CH:17]=[CH:16][CH:15]=[CH:14][CH:13]=2)(=[O:10])=[O:11])(=[O:35])=[O:34])=[CH:29][CH:28]=1.